From a dataset of Full USPTO retrosynthesis dataset with 1.9M reactions from patents (1976-2016). Predict the reactants needed to synthesize the given product. (1) Given the product [CH2:1]([C:3]1[S:4][CH:5]=[C:6](/[CH:8]=[CH:9]/[C:10]2[C:11]([O:21][CH2:22][C:23]3[O:27][N:26]=[C:25]([O:28][CH2:29][C:30]4[N:31]=[C:32]([C:36]5[CH:41]=[CH:40][C:39]([CH2:42][C:43]([OH:45])=[O:44])=[CH:38][CH:37]=5)[O:33][C:34]=4[CH3:35])[CH:24]=3)=[N:12][N:13]([C:15]3[CH:16]=[CH:17][CH:18]=[CH:19][CH:20]=3)[CH:14]=2)[N:7]=1)[CH3:2], predict the reactants needed to synthesize it. The reactants are: [CH2:1]([C:3]1[S:4][CH:5]=[C:6](/[CH:8]=[CH:9]/[C:10]2[C:11]([O:21][CH2:22][C:23]3[O:27][N:26]=[C:25]([O:28][CH2:29][C:30]4[N:31]=[C:32]([C:36]5[CH:41]=[CH:40][C:39]([CH2:42][C:43]([O:45]CC)=[O:44])=[CH:38][CH:37]=5)[O:33][C:34]=4[CH3:35])[CH:24]=3)=[N:12][N:13]([C:15]3[CH:20]=[CH:19][CH:18]=[CH:17][CH:16]=3)[CH:14]=2)[N:7]=1)[CH3:2].O1CCCC1.[OH-].[Na+].Cl. (2) Given the product [C:21]([C:19]1[CH:20]=[C:2]([NH:1][C:24]2[N:29]=[C:28]([O:30][C:31]3[C:40]4[C:35](=[CH:36][CH:37]=[CH:38][CH:39]=4)[C:34]([NH:41][C:42](=[O:48])[O:43][C:44]([CH3:46])([CH3:45])[CH3:47])=[CH:33][CH:32]=3)[CH:27]=[CH:26][N:25]=2)[CH:3]=[C:4]([C:5](=[O:6])[NH:7][CH2:8][CH2:9][O:10][CH2:11][CH2:12][O:13][CH2:14][CH2:15][O:16][CH3:17])[CH:18]=1)#[CH:22], predict the reactants needed to synthesize it. The reactants are: [NH2:1][C:2]1[CH:3]=[C:4]([CH:18]=[C:19]([C:21]#[CH:22])[CH:20]=1)[C:5]([NH:7][CH2:8][CH2:9][O:10][CH2:11][CH2:12][O:13][CH2:14][CH2:15][O:16][CH3:17])=[O:6].Cl[C:24]1[N:29]=[C:28]([O:30][C:31]2[C:40]3[C:35](=[CH:36][CH:37]=[CH:38][CH:39]=3)[C:34]([NH:41][C:42](=[O:48])[O:43][C:44]([CH3:47])([CH3:46])[CH3:45])=[CH:33][CH:32]=2)[CH:27]=[CH:26][N:25]=1.CC1C=CC(S(O)(=O)=O)=CC=1.O.ClC1N=CC=CN=1. (3) Given the product [CH3:24][C:18]1[N:11]([CH2:10][C:9]([F:13])([F:12])[F:8])[C:21]([CH:22]=[O:23])=[CH:20][N:19]=1, predict the reactants needed to synthesize it. The reactants are: Cl.C(=N)(OCC)C.[F:8][C:9]([F:13])([F:12])[CH2:10][NH2:11].C1(N2[C:21]([CH:22]=[O:23])=[CH:20][N:19]=[C:18]2[CH3:24])CC1.